From a dataset of Forward reaction prediction with 1.9M reactions from USPTO patents (1976-2016). Predict the product of the given reaction. (1) Given the reactants [CH3:1][C:2]([CH3:5])([O-])[CH3:3].[Na+].[CH3:7][N:8]([CH2:17][CH2:18][OH:19])[C:9]1[CH:16]=[CH:15][C:12]([CH:13]=O)=[CH:11][CH:10]=1, predict the reaction product. The product is: [CH3:7][N:8]([C:9]1[CH:16]=[CH:15][C:12]([CH:13]=[CH:1][C:2]2[CH:5]=[CH:15][C:12]([CH:11]=[CH2:10])=[CH:13][CH:3]=2)=[CH:11][CH:10]=1)[CH2:17][CH2:18][OH:19]. (2) Given the reactants [O:1]=[C:2]1[C:11]2[C:6](=[CH:7][CH:8]=[CH:9][CH:10]=2)[N:5]=[C:4]([CH2:12][CH2:13][CH2:14][C:15]([OH:17])=O)[NH:3]1.Cl.[CH3:19][O:20][C:21]1[CH:26]=[CH:25][C:24]([C:27]([CH:29]2[CH2:34][CH2:33][NH:32][CH2:31][CH2:30]2)=[O:28])=[CH:23][CH:22]=1.O.N1(O)C2C=CC=CC=2N=N1.Cl.CN(C)CCCN=C=NCC.CN1CCOCC1, predict the reaction product. The product is: [CH3:19][O:20][C:21]1[CH:22]=[CH:23][C:24]([C:27]([CH:29]2[CH2:34][CH2:33][N:32]([C:15](=[O:17])[CH2:14][CH2:13][CH2:12][C:4]3[NH:3][C:2](=[O:1])[C:11]4[C:6](=[CH:7][CH:8]=[CH:9][CH:10]=4)[N:5]=3)[CH2:31][CH2:30]2)=[O:28])=[CH:25][CH:26]=1. (3) Given the reactants [C:1]([O:5][C:6]([N:8]1[CH2:13][CH2:12][CH:11]([N:14]([C@H:24]([C:27]2[CH:32]=[CH:31][CH:30]=[CH:29][CH:28]=2)[CH2:25]O)[C:15]([NH:17][C:18]2[CH:23]=[CH:22][CH:21]=[CH:20][CH:19]=2)=[O:16])[CH2:10][CH2:9]1)=[O:7])([CH3:4])([CH3:3])[CH3:2].CS(Cl)(=O)=O, predict the reaction product. The product is: [C:1]([O:5][C:6]([N:8]1[CH2:9][CH2:10][CH:11]([N:14]2[C@H:24]([C:27]3[CH:32]=[CH:31][CH:30]=[CH:29][CH:28]=3)[CH2:25][O:16][C:15]2=[N:17][C:18]2[CH:19]=[CH:20][CH:21]=[CH:22][CH:23]=2)[CH2:12][CH2:13]1)=[O:7])([CH3:3])([CH3:4])[CH3:2]. (4) Given the reactants [F:1][C:2]([F:33])([F:32])[C:3]1[CH:31]=[CH:30][C:6]([CH2:7][N:8]2[C@@H:14]([C:15]([NH:17][C@H:18]([C:20]3[CH:29]=[CH:28][C:23]([C:24]([O:26]C)=[O:25])=[CH:22][CH:21]=3)[CH3:19])=[O:16])[CH2:13][CH2:12][CH:11]3[CH:9]2[CH2:10]3)=[CH:5][CH:4]=1.O[Li].O, predict the reaction product. The product is: [F:32][C:2]([F:1])([F:33])[C:3]1[CH:31]=[CH:30][C:6]([CH2:7][N:8]2[C@@H:14]([C:15]([NH:17][C@H:18]([C:20]3[CH:21]=[CH:22][C:23]([C:24]([OH:26])=[O:25])=[CH:28][CH:29]=3)[CH3:19])=[O:16])[CH2:13][CH2:12][CH:11]3[CH:9]2[CH2:10]3)=[CH:5][CH:4]=1. (5) Given the reactants [CH:1]1[CH:6]=[CH:5][C:4]([CH2:7]Br)=[CH:3][CH:2]=1.C([O-])([O-])=O.[K+].[K+].[OH:15][C:16]1[CH:21]=[CH:20][C:19]([CH2:22][CH2:23][CH2:24][C:25]([O:27][CH3:28])=[O:26])=[CH:18][CH:17]=1.O, predict the reaction product. The product is: [CH2:7]([O:15][C:16]1[CH:17]=[CH:18][C:19]([CH2:22][CH2:23][CH2:24][C:25]([O:27][CH3:28])=[O:26])=[CH:20][CH:21]=1)[C:4]1[CH:5]=[CH:6][CH:1]=[CH:2][CH:3]=1. (6) Given the reactants C(#N)C.[CH:4]1([N:7]2[C:16]3[C:11](=[CH:12][C:13]([F:20])=[C:14](F)[C:15]=3[O:17][CH3:18])[C:10](=[O:21])[C:9]([C:22]([OH:24])=[O:23])=[CH:8]2)[CH2:6][CH2:5]1.Cl.Cl.[CH3:27][NH:28][CH:29]1[CH2:34][CH2:33][CH2:32][NH:31][CH2:30]1, predict the reaction product. The product is: [OH2:17].[OH2:17].[CH:4]1([N:7]2[C:16]3[C:11](=[CH:12][C:13]([F:20])=[C:14]([N:31]4[CH2:32][CH2:33][CH2:34][CH:29]([NH:28][CH3:27])[CH2:30]4)[C:15]=3[O:17][CH3:18])[C:10](=[O:21])[C:9]([C:22]([OH:24])=[O:23])=[CH:8]2)[CH2:6][CH2:5]1. (7) Given the reactants [F:1][C:2]1[CH:9]=[C:8]([OH:10])[CH:7]=[CH:6][C:3]=1[C:4]#[N:5].C(=O)([O-])[O-].[K+].[K+].[CH2:17](Br)[C:18]1[CH:23]=[CH:22][CH:21]=[CH:20][CH:19]=1.[I-].[K+], predict the reaction product. The product is: [CH2:17]([O:10][C:8]1[CH:7]=[CH:6][C:3]([C:4]#[N:5])=[C:2]([F:1])[CH:9]=1)[C:18]1[CH:23]=[CH:22][CH:21]=[CH:20][CH:19]=1. (8) Given the reactants [CH3:1][S:2][C:3]1[S:4][C:5]2[CH:11]=[C:10]([CH2:12][C:13]3[N:17]4[N:18]=[C:19]([C:22]([O:24]CC)=O)[CH:20]=[CH:21][C:16]4=[N:15][CH:14]=3)[CH:9]=[CH:8][C:6]=2[N:7]=1.[NH2:27][CH3:28], predict the reaction product. The product is: [CH3:28][NH:27][C:22]([C:19]1[CH:20]=[CH:21][C:16]2[N:17]([C:13]([CH2:12][C:10]3[CH:9]=[CH:8][C:6]4[N:7]=[C:3]([S:2][CH3:1])[S:4][C:5]=4[CH:11]=3)=[CH:14][N:15]=2)[N:18]=1)=[O:24]. (9) The product is: [N:1]1[CH:6]=[CH:5][CH:4]=[CH:3][C:2]=1[C:7]1[S:8][CH:9]=[C:10]([C:12]([O:14][CH3:15])=[O:13])[N:11]=1. Given the reactants [N:1]1[CH:6]=[CH:5][CH:4]=[CH:3][C:2]=1[C:7]1[S:8][CH:9]=[C:10]([C:12]([OH:14])=[O:13])[N:11]=1.[CH3:15]O, predict the reaction product. (10) Given the reactants [F:1][C:2]1[CH:7]=[CH:6][CH:5]=[CH:4][C:3]=1[C:8]1[N:9]=[C:10]([CH2:22][N:23](C)[C:24](=O)OC(C)(C)C)[S:11][C:12]=1[S:13]([C:16]1[CH:21]=[CH:20][CH:19]=[CH:18][CH:17]=1)(=[O:15])=[O:14].C(OCC)(=O)C.[ClH:38], predict the reaction product. The product is: [ClH:38].[F:1][C:2]1[CH:7]=[CH:6][CH:5]=[CH:4][C:3]=1[C:8]1[N:9]=[C:10]([CH2:22][NH:23][CH3:24])[S:11][C:12]=1[S:13]([C:16]1[CH:17]=[CH:18][CH:19]=[CH:20][CH:21]=1)(=[O:15])=[O:14].